From a dataset of Full USPTO retrosynthesis dataset with 1.9M reactions from patents (1976-2016). Predict the reactants needed to synthesize the given product. (1) The reactants are: [Cl:1][C:2]1[CH:7]=[C:6]([N:8]2[CH2:13][CH2:12][C:11]([F:15])([F:14])[CH2:10][CH2:9]2)[C:5]([N+:16]([O-])=O)=[CH:4][N:3]=1.[Sn](Cl)Cl.C([O-])(O)=O.[Na+]. Given the product [Cl:1][C:2]1[N:3]=[CH:4][C:5]([NH2:16])=[C:6]([N:8]2[CH2:13][CH2:12][C:11]([F:14])([F:15])[CH2:10][CH2:9]2)[CH:7]=1, predict the reactants needed to synthesize it. (2) Given the product [CH3:1][C:2]([CH3:44])([CH3:43])[CH2:3][O:4][C:5](=[O:42])[N:6]=[C:7]([NH2:41])[C:8]1[CH:9]=[CH:10][C:11]([NH:14][CH:15]([C:16]2[N:20]=[C:19]([O:21][CH2:46][Cl:45])[N:18]([C:22]3[N:23]=[CH:24][CH:25]=[CH:26][N:27]=3)[N:17]=2)[C:28]2[CH:33]=[C:32]([O:34][CH3:35])[CH:31]=[C:30]([O:36][CH2:37][CH2:38][OH:39])[C:29]=2[F:40])=[CH:12][CH:13]=1, predict the reactants needed to synthesize it. The reactants are: [CH3:1][C:2]([CH3:44])([CH3:43])[CH2:3][O:4][C:5](=[O:42])[N:6]=[C:7]([NH2:41])[C:8]1[CH:13]=[CH:12][C:11]([NH:14][CH:15]([C:28]2[CH:33]=[C:32]([O:34][CH3:35])[CH:31]=[C:30]([O:36][CH2:37][CH2:38][OH:39])[C:29]=2[F:40])[C:16]2[NH:20][C:19](=[O:21])[N:18]([C:22]3[N:27]=[CH:26][CH:25]=[CH:24][N:23]=3)[N:17]=2)=[CH:10][CH:9]=1.[Cl:45][CH2:46]Cl.C(=O)([O-])O.[Na+].S(Cl)(OCCl)(=O)=O. (3) Given the product [CH2:3]([C:5]1[CH:6]=[CH:7][C:8]([CH2:9][C:10]2[C:15]([C:16]#[N:17])=[C:14]([O:18][CH3:19])[CH:13]=[C:12]([C@:20]3([O:38][C@H:37]([CH2:39][OH:40])[C@@H:32]([OH:33])[C@H:27]([OH:28])[C@H:22]3[OH:23])[OH:21])[CH:11]=2)=[CH:44][CH:45]=1)[CH3:4], predict the reactants needed to synthesize it. The reactants are: [OH-].[Na+].[CH2:3]([C:5]1[CH:45]=[CH:44][C:8]([CH2:9][C:10]2[C:15]([C:16]#[N:17])=[C:14]([O:18][CH3:19])[CH:13]=[C:12]([C@:20]3([O:38][C@H:37]([CH2:39][O:40]C(=O)C)[C@@H:32]([O:33]C(=O)C)[C@H:27]([O:28]C(=O)C)[C@H:22]3[O:23]C(=O)C)[OH:21])[CH:11]=2)=[CH:7][CH:6]=1)[CH3:4].Cl. (4) Given the product [Br:1][C:2]1[CH:3]=[C:4]([N+:12]([O-:14])=[O:13])[C:5]([CH3:11])=[C:6]([CH:10]=1)[C:7]([O:9][CH3:15])=[O:8], predict the reactants needed to synthesize it. The reactants are: [Br:1][C:2]1[CH:3]=[C:4]([N+:12]([O-:14])=[O:13])[C:5]([CH3:11])=[C:6]([CH:10]=1)[C:7]([OH:9])=[O:8].[CH3:15]O. (5) Given the product [CH:1]1([N:4]2[C:8]3[CH:9]=[CH:10][C:11]([CH:18]=[C:19]4[C:25]5[CH:26]=[CH:27][CH:28]=[CH:29][C:24]=5[CH2:23][O:22][C:21]5[CH:30]=[C:31]([F:34])[CH:32]=[CH:33][C:20]4=5)=[CH:12][C:7]=3[NH:6][C:5]2=[O:16])[CH2:3][CH2:2]1, predict the reactants needed to synthesize it. The reactants are: [CH:1]1([N:4]2[C:8]3[CH:9]=[CH:10][C:11](B(O)O)=[CH:12][C:7]=3[NH:6][C:5]2=[O:16])[CH2:3][CH2:2]1.Br[CH:18]=[C:19]1[C:25]2[CH:26]=[CH:27][CH:28]=[CH:29][C:24]=2[CH2:23][O:22][C:21]2[CH:30]=[C:31]([F:34])[CH:32]=[CH:33][C:20]1=2.C([O-])([O-])=O.[Na+].[Na+]. (6) Given the product [CH3:20][O:21][C:2]1[CH:3]=[CH:4][CH:5]=[C:6]2[C:10]=1[NH:9][C:8]([B:11]1[O:15][C:14]([CH3:17])([CH3:16])[C:13]([CH3:19])([CH3:18])[O:12]1)=[CH:7]2, predict the reactants needed to synthesize it. The reactants are: Cl[C:2]1[CH:3]=[CH:4][CH:5]=[C:6]2[C:10]=1[NH:9][C:8]([B:11]1[O:15][C:14]([CH3:17])([CH3:16])[C:13]([CH3:19])([CH3:18])[O:12]1)=[CH:7]2.[CH3:20][O:21]C1C=CC=C2C=1NC=C2.